Dataset: Peptide-MHC class I binding affinity with 185,985 pairs from IEDB/IMGT. Task: Regression. Given a peptide amino acid sequence and an MHC pseudo amino acid sequence, predict their binding affinity value. This is MHC class I binding data. (1) The peptide sequence is KVGFIMLFH. The MHC is HLA-B27:03 with pseudo-sequence HLA-B27:03. The binding affinity (normalized) is 0.0847. (2) The peptide sequence is SMVNGVVKL. The MHC is HLA-A69:01 with pseudo-sequence HLA-A69:01. The binding affinity (normalized) is 0.0847. (3) The MHC is HLA-A29:02 with pseudo-sequence HLA-A29:02. The binding affinity (normalized) is 0. The peptide sequence is FPVKPQVPLR. (4) The peptide sequence is TTLLFVVM. The MHC is H-2-Db with pseudo-sequence H-2-Db. The binding affinity (normalized) is 0.0419. (5) The binding affinity (normalized) is 0.0771. The peptide sequence is DLLNSMMNR. The MHC is HLA-A11:01 with pseudo-sequence HLA-A11:01.